Dataset: Forward reaction prediction with 1.9M reactions from USPTO patents (1976-2016). Task: Predict the product of the given reaction. (1) The product is: [Cl:1][C:2]1[CH:7]=[CH:6][C:5]([S:8]([CH:11]([C:18]2[CH:23]=[C:22]([F:24])[CH:21]=[CH:20][C:19]=2[F:25])[CH:12]2[CH2:17][CH2:16][N:15]([S:35]([C:34]([F:47])([F:46])[F:33])(=[O:37])=[O:36])[CH2:14][CH2:13]2)(=[O:9])=[O:10])=[CH:4][CH:3]=1. Given the reactants [Cl:1][C:2]1[CH:7]=[CH:6][C:5]([S:8]([CH:11]([C:18]2[CH:23]=[C:22]([F:24])[CH:21]=[CH:20][C:19]=2[F:25])[CH:12]2[CH2:17][CH2:16][NH:15][CH2:14][CH2:13]2)(=[O:10])=[O:9])=[CH:4][CH:3]=1.C(N(CC)CC)C.[F:33][C:34]([F:47])([F:46])[S:35](O[S:35]([C:34]([F:47])([F:46])[F:33])(=[O:37])=[O:36])(=[O:37])=[O:36], predict the reaction product. (2) Given the reactants [OH:1][C@H:2]([C:10]1[CH:15]=[CH:14][CH:13]=[CH:12][CH:11]=1)[C@@H:3]1[NH:8][C:7](=[O:9])[CH2:6][O:5][CH2:4]1.C1(P(C2C=CC=CC=2)C2C=CC=CC=2)C=CC=CC=1.[N+:35]([C:38]1[CH:46]=[CH:45][C:41]([C:42](O)=[O:43])=[CH:40][CH:39]=1)([O-:37])=[O:36].N(C(OCC)=O)=NC(OCC)=O, predict the reaction product. The product is: [N+:35]([C:38]1[CH:39]=[CH:40][C:41]([C:42]([O:1][C@H:2]([C@H:3]2[CH2:4][O:5][CH2:6][C:7](=[O:9])[NH:8]2)[C:10]2[CH:11]=[CH:12][CH:13]=[CH:14][CH:15]=2)=[O:43])=[CH:45][CH:46]=1)([O-:37])=[O:36]. (3) The product is: [CH3:1][O:2][C:3]([C:5]1[S:6][C:7]([C:11](=[O:13])[NH:14][CH:15]([C:17]2[CH:22]=[CH:21][CH:20]=[C:19]([OH:23])[CH:18]=2)[CH3:16])=[CH:8][C:9]=1[CH3:10])=[O:4]. Given the reactants [CH3:1][O:2][C:3]([C:5]1[S:6][C:7]([C:11]([OH:13])=O)=[CH:8][C:9]=1[CH3:10])=[O:4].[NH2:14][CH:15]([C:17]1[CH:18]=[C:19]([OH:23])[CH:20]=[CH:21][CH:22]=1)[CH3:16].C(N(CC)CC)C.C1C=CC2N(O)N=NC=2C=1.CN(C(ON1N=NC2C=CC=CC1=2)=[N+](C)C)C.F[P-](F)(F)(F)(F)F, predict the reaction product. (4) Given the reactants C(N(C(C)C)CC)(C)C.[Cl:10][C:11]1[CH:19]=[C:18]2[C:14]([C:15]([NH2:20])=[N:16][NH:17]2)=[CH:13][CH:12]=1.Cl.[N:22]1[CH:27]=[CH:26][CH:25]=[CH:24][C:23]=1[C:28](Cl)=[O:29], predict the reaction product. The product is: [Cl:10][C:11]1[CH:19]=[C:18]2[C:14]([C:15]([NH:20][C:28]([C:23]3[CH:24]=[CH:25][CH:26]=[CH:27][N:22]=3)=[O:29])=[N:16][NH:17]2)=[CH:13][CH:12]=1. (5) Given the reactants [NH2:1][C:2]1[CH:7]=[CH:6][C:5]([C:8]([F:11])([F:10])[F:9])=[CH:4][C:3]=1I.[C:13]([Cu])#[N:14].CN(C=O)C.[OH-].[NH4+], predict the reaction product. The product is: [NH2:1][C:2]1[CH:7]=[CH:6][C:5]([C:8]([F:11])([F:10])[F:9])=[CH:4][C:3]=1[C:13]#[N:14]. (6) The product is: [NH2:10][C:11]1[C:12]([C:28]([NH:30][C:31]2[CH:32]=[N:33][CH:34]=[CH:35][C:36]=2[N:37]2[CH2:42][C@H:41]([CH3:43])[C@@H:40]([OH:44])[C@H:39]([NH2:45])[CH2:38]2)=[O:29])=[N:13][C:14]2[C:19]([CH:20]=1)=[CH:18][CH:17]=[C:16]([N:21]1[CH2:26][CH2:25][O:24][CH2:23][C:22]1=[O:27])[CH:15]=2. Given the reactants C(OC(=O)[NH:10][C:11]1[C:12]([C:28]([NH:30][C:31]2[CH:32]=[N:33][CH:34]=[CH:35][C:36]=2[N:37]2[CH2:42][C@H:41]([CH3:43])[C@@H:40]([OH:44])[C@H:39]([NH2:45])[CH2:38]2)=[O:29])=[N:13][C:14]2[C:19]([CH:20]=1)=[CH:18][CH:17]=[C:16]([N:21]1[CH2:26][CH2:25][O:24][CH2:23][C:22]1=[O:27])[CH:15]=2)C1C=CC=CC=1.[H][H], predict the reaction product. (7) Given the reactants [CH3:1][C@H:2]1[N:7]2[C:8]([C:11]3([C:14]([F:17])([F:16])[F:15])[CH2:13][CH2:12]3)=[N:9][N:10]=[C:6]2[C@@H:5]([NH2:18])[CH2:4][C@H:3]1[C:19]1[CH:24]=[CH:23][CH:22]=[CH:21][CH:20]=1.[O:25]=[C:26]1[NH:34][C:29]2=[N:30][CH:31]=[CH:32][CH:33]=[C:28]2[C@@:27]21[CH2:45][C:37]1=[N:38][CH:39]=[C:40]([C:42](O)=[O:43])[CH:41]=[C:36]1[CH2:35]2.ON1C2N=CC=CC=2N=N1.CN1CCOCC1.Cl.CN(C)CCCN=C=NCC, predict the reaction product. The product is: [CH3:1][C@H:2]1[N:7]2[C:8]([C:11]3([C:14]([F:15])([F:16])[F:17])[CH2:13][CH2:12]3)=[N:9][N:10]=[C:6]2[C@@H:5]([NH:18][C:42]([C:40]2[CH:41]=[C:36]3[CH2:35][C@@:27]4([C:28]5[C:29](=[N:30][CH:31]=[CH:32][CH:33]=5)[NH:34][C:26]4=[O:25])[CH2:45][C:37]3=[N:38][CH:39]=2)=[O:43])[CH2:4][C@H:3]1[C:19]1[CH:20]=[CH:21][CH:22]=[CH:23][CH:24]=1.